This data is from NCI-60 drug combinations with 297,098 pairs across 59 cell lines. The task is: Regression. Given two drug SMILES strings and cell line genomic features, predict the synergy score measuring deviation from expected non-interaction effect. (1) Drug 1: COC1=C(C=C2C(=C1)N=CN=C2NC3=CC(=C(C=C3)F)Cl)OCCCN4CCOCC4. Drug 2: CC1C(C(=O)NC(C(=O)N2CCCC2C(=O)N(CC(=O)N(C(C(=O)O1)C(C)C)C)C)C(C)C)NC(=O)C3=C4C(=C(C=C3)C)OC5=C(C(=O)C(=C(C5=N4)C(=O)NC6C(OC(=O)C(N(C(=O)CN(C(=O)C7CCCN7C(=O)C(NC6=O)C(C)C)C)C)C(C)C)C)N)C. Cell line: SF-268. Synergy scores: CSS=34.1, Synergy_ZIP=10.5, Synergy_Bliss=15.0, Synergy_Loewe=15.2, Synergy_HSA=15.3. (2) Synergy scores: CSS=-3.62, Synergy_ZIP=7.98, Synergy_Bliss=2.44, Synergy_Loewe=-1.61, Synergy_HSA=-3.63. Drug 2: CC(C)CN1C=NC2=C1C3=CC=CC=C3N=C2N. Cell line: HCC-2998. Drug 1: C1CCC(C1)C(CC#N)N2C=C(C=N2)C3=C4C=CNC4=NC=N3. (3) Drug 1: COC1=CC(=CC(=C1O)OC)C2C3C(COC3=O)C(C4=CC5=C(C=C24)OCO5)OC6C(C(C7C(O6)COC(O7)C8=CC=CS8)O)O. Drug 2: CN(CCCl)CCCl.Cl. Cell line: A498. Synergy scores: CSS=31.9, Synergy_ZIP=-4.37, Synergy_Bliss=-0.492, Synergy_Loewe=-6.03, Synergy_HSA=1.04. (4) Drug 1: C1=CC(=CC=C1CCCC(=O)O)N(CCCl)CCCl. Drug 2: CS(=O)(=O)OCCCCOS(=O)(=O)C. Cell line: COLO 205. Synergy scores: CSS=51.7, Synergy_ZIP=-10.9, Synergy_Bliss=-5.67, Synergy_Loewe=-6.83, Synergy_HSA=-3.58. (5) Synergy scores: CSS=0.447, Synergy_ZIP=0.349, Synergy_Bliss=-0.303, Synergy_Loewe=-0.365, Synergy_HSA=-0.926. Drug 1: CN(C)N=NC1=C(NC=N1)C(=O)N. Drug 2: CC1C(C(CC(O1)OC2CC(OC(C2O)C)OC3=CC4=CC5=C(C(=O)C(C(C5)C(C(=O)C(C(C)O)O)OC)OC6CC(C(C(O6)C)O)OC7CC(C(C(O7)C)O)OC8CC(C(C(O8)C)O)(C)O)C(=C4C(=C3C)O)O)O)O. Cell line: MCF7. (6) Drug 1: C1CNP(=O)(OC1)N(CCCl)CCCl. Drug 2: CC1C(C(CC(O1)OC2CC(CC3=C2C(=C4C(=C3O)C(=O)C5=C(C4=O)C(=CC=C5)OC)O)(C(=O)CO)O)N)O.Cl. Cell line: HCT116. Synergy scores: CSS=32.7, Synergy_ZIP=-1.21, Synergy_Bliss=-4.29, Synergy_Loewe=-8.79, Synergy_HSA=-3.12. (7) Drug 1: COC1=CC(=CC(=C1O)OC)C2C3C(COC3=O)C(C4=CC5=C(C=C24)OCO5)OC6C(C(C7C(O6)COC(O7)C8=CC=CS8)O)O. Drug 2: CCCCC(=O)OCC(=O)C1(CC(C2=C(C1)C(=C3C(=C2O)C(=O)C4=C(C3=O)C=CC=C4OC)O)OC5CC(C(C(O5)C)O)NC(=O)C(F)(F)F)O. Cell line: OVCAR-8. Synergy scores: CSS=19.1, Synergy_ZIP=-1.84, Synergy_Bliss=-2.73, Synergy_Loewe=-6.71, Synergy_HSA=-2.40. (8) Cell line: MDA-MB-435. Drug 2: C1=NC2=C(N=C(N=C2N1C3C(C(C(O3)CO)O)O)F)N. Drug 1: CN1CCC(CC1)COC2=C(C=C3C(=C2)N=CN=C3NC4=C(C=C(C=C4)Br)F)OC. Synergy scores: CSS=-1.91, Synergy_ZIP=-0.758, Synergy_Bliss=-5.25, Synergy_Loewe=-8.53, Synergy_HSA=-7.54. (9) Drug 1: CCC1=CC2CC(C3=C(CN(C2)C1)C4=CC=CC=C4N3)(C5=C(C=C6C(=C5)C78CCN9C7C(C=CC9)(C(C(C8N6C)(C(=O)OC)O)OC(=O)C)CC)OC)C(=O)OC.C(C(C(=O)O)O)(C(=O)O)O. Drug 2: CC1=CC=C(C=C1)C2=CC(=NN2C3=CC=C(C=C3)S(=O)(=O)N)C(F)(F)F. Cell line: HCT116. Synergy scores: CSS=46.6, Synergy_ZIP=-0.288, Synergy_Bliss=1.72, Synergy_Loewe=-14.1, Synergy_HSA=4.14. (10) Drug 1: C1CN1C2=NC(=NC(=N2)N3CC3)N4CC4. Drug 2: C1=CC(=C2C(=C1NCCNCCO)C(=O)C3=C(C=CC(=C3C2=O)O)O)NCCNCCO. Cell line: PC-3. Synergy scores: CSS=49.6, Synergy_ZIP=-2.54, Synergy_Bliss=-2.38, Synergy_Loewe=1.67, Synergy_HSA=5.19.